Dataset: Reaction yield outcomes from USPTO patents with 853,638 reactions. Task: Predict the reaction yield, written as a fraction of the theoretical maximum amount of product (1.0 means a 100% yield; for example, 0.34 means a 34% yield). (1) The reactants are [NH2:1][C@H:2]([CH:21]([CH3:23])[CH3:22])[C:3]([N:5]1[CH2:10][CH2:9][C@@:8]([C:12]2[CH:17]=[CH:16][C:15]([Cl:18])=[CH:14][CH:13]=2)([OH:11])[C@:7]([OH:20])([CH3:19])[CH2:6]1)=[O:4].[F:24][C:25]1([F:33])[CH2:29][CH2:28][C@@H:27]([C:30](O)=[O:31])[CH2:26]1.C1C=CC2N(O)N=NC=2C=1.C(Cl)CCl.CCN(C(C)C)C(C)C. The catalyst is C(Cl)Cl.CN(C=O)C. The product is [Cl:18][C:15]1[CH:16]=[CH:17][C:12]([C@@:8]2([OH:11])[CH2:9][CH2:10][N:5]([C:3](=[O:4])[C@H:2]([NH:1][C:30]([C@@H:27]3[CH2:28][CH2:29][C:25]([F:33])([F:24])[CH2:26]3)=[O:31])[CH:21]([CH3:23])[CH3:22])[CH2:6][C@@:7]2([OH:20])[CH3:19])=[CH:13][CH:14]=1. The yield is 0.990. (2) The reactants are [Cl:1][C:2]1[CH:7]=[C:6]([OH:8])[CH:5]=[CH:4][C:3]=1[CH:9]([CH3:27])[C:10]([C:16]1[CH:17]=[CH:18][C:19]2[O:23][C:22](=[O:24])[N:21]([CH3:25])[C:20]=2[CH:26]=1)([OH:15])[C:11]([F:14])([F:13])[F:12].[H-].[Na+].Br[C:31]1[N:36]=[CH:35][CH:34]=[CH:33][N:32]=1. The catalyst is CN(C=O)C. The product is [Cl:1][C:2]1[CH:7]=[C:6]([O:8][C:31]2[N:36]=[CH:35][CH:34]=[CH:33][N:32]=2)[CH:5]=[CH:4][C:3]=1[CH:9]([CH3:27])[C:10]([C:16]1[CH:17]=[CH:18][C:19]2[O:23][C:22](=[O:24])[N:21]([CH3:25])[C:20]=2[CH:26]=1)([OH:15])[C:11]([F:12])([F:13])[F:14]. The yield is 0.300. (3) The reactants are [Si:1](Cl)([C:4]([CH3:7])([CH3:6])[CH3:5])([CH3:3])[CH3:2].[CH2:9]([OH:13])[C@H:10]([OH:12])[CH3:11].C(N(C(C)C)CC)(C)C. The catalyst is C(Cl)Cl.C(OCC)C.O. The product is [Si:1]([O:13][CH2:9][C@H:10]([OH:12])[CH3:11])([C:4]([CH3:7])([CH3:6])[CH3:5])([CH3:3])[CH3:2]. The yield is 0.800.